From a dataset of Full USPTO retrosynthesis dataset with 1.9M reactions from patents (1976-2016). Predict the reactants needed to synthesize the given product. (1) Given the product [CH2:30]([O:32][CH2:33][CH2:12][C:5]1[C:6]2[C:11](=[CH:10][CH:9]=[CH:8][CH:7]=2)[N:3]([CH2:1][CH3:2])[C:4]=1[C:14]1[CH:15]=[N:16][CH:17]=[CH:18][CH:19]=1)[CH3:31], predict the reactants needed to synthesize it. The reactants are: [CH2:1]([N:3]1[C:11]2[C:6](=[CH:7][CH:8]=[CH:9][CH:10]=2)[C:5]([C:12]#N)=[C:4]1[C:14]1[CH:15]=[N:16][CH:17]=[CH:18][CH:19]=1)[CH3:2].CC(C[AlH]CC(C)C)C.[Cl-].[CH2:30]([O:32][CH2:33][P+](C1C=CC=CC=1)(C1C=CC=CC=1)C1C=CC=CC=1)[CH3:31].CC(C)([O-])C.[K+].C(N1C2C(=CC=CC=2)C(C=O)=C1C1C=NC=CC=1)C. (2) Given the product [ClH:28].[ClH:28].[NH2:19][CH:4]1[CH2:5][C:6]2[C:7](=[N:8][CH:9]=[CH:10][CH:11]=2)[NH:12][C:13]1=[O:18], predict the reactants needed to synthesize it. The reactants are: COC(=O)[CH:4]([NH:19]C(OC(C)(C)C)=O)[CH2:5][C:6]1[C:7]([NH:12][C:13](=[O:18])C(C)(C)C)=[N:8][CH:9]=[CH:10][CH:11]=1.[ClH:28]. (3) Given the product [O:1]=[C:2]1[C:7]([O:8][C:9]2[CH:10]=[C:11]([C:17]#[N:18])[CH:12]=[C:13]([CH:16]=2)[C:14]#[N:15])=[C:6]([C:19]([F:20])([F:22])[F:21])[CH:5]=[CH:4][N:3]1[CH2:24][C:25]1[C:33]2[C:28](=[N:29][CH:30]=[CH:31][CH:32]=2)[NH:27][N:26]=1, predict the reactants needed to synthesize it. The reactants are: [O:1]=[C:2]1[C:7]([O:8][C:9]2[CH:10]=[C:11]([C:17]#[N:18])[CH:12]=[C:13]([CH:16]=2)[C:14]#[N:15])=[C:6]([C:19]([F:22])([F:21])[F:20])[CH:5]=[CH:4][NH:3]1.Br[CH2:24][C:25]1[C:33]2[C:28](=[N:29][CH:30]=[CH:31][CH:32]=2)[N:27](C(OC(C)(C)C)=O)[N:26]=1.C(=O)([O-])[O-].[K+].[K+].O. (4) Given the product [F:16][C:5]1[C:6]([NH:8][C:9]2[CH:14]=[CH:13][C:12]([CH3:15])=[CH:11][CH:10]=2)=[N:7][C:2]([C:22]2[N:26]3[CH:27]=[CH:28][CH:29]=[CH:30][C:25]3=[N:24][C:23]=2[C:31]([F:34])([F:33])[F:32])=[N:3][CH:4]=1, predict the reactants needed to synthesize it. The reactants are: Cl[C:2]1[N:7]=[C:6]([NH:8][C:9]2[CH:14]=[CH:13][C:12]([CH3:15])=[CH:11][CH:10]=2)[C:5]([F:16])=[CH:4][N:3]=1.C([Sn](CCCC)(CCCC)[C:22]1[N:26]2[CH:27]=[CH:28][CH:29]=[CH:30][C:25]2=[N:24][C:23]=1[C:31]([F:34])([F:33])[F:32])CCC. (5) The reactants are: [Br:1][CH2:2][C:3]1[CH:8]=[CH:7][C:6]([CH2:9][C:10](O)=[O:11])=[CH:5][CH:4]=1.B.C1COCC1. Given the product [Br:1][CH2:2][C:3]1[CH:8]=[CH:7][C:6]([CH2:9][CH2:10][OH:11])=[CH:5][CH:4]=1, predict the reactants needed to synthesize it. (6) Given the product [Cl:1][C:2]1[CH:3]=[CH:4][C:5]([O:6][CH2:7][C:8]2[N:12]([CH2:41][CH2:42][CH2:43][CH:44]3[CH2:49][CH2:48][CH2:47][N:46]([C:50]([O:52][C:53]([CH3:54])([CH3:56])[CH3:55])=[O:51])[CH2:45]3)[C:11]3[CH:13]=[CH:14][CH:15]=[C:16]([O:17][CH2:18][C:19]4[CH:20]=[CH:21][CH:22]=[CH:23][CH:24]=4)[C:10]=3[N:9]=2)=[CH:25][CH:26]=1, predict the reactants needed to synthesize it. The reactants are: [Cl:1][C:2]1[CH:26]=[CH:25][C:5]([O:6][CH2:7][C:8]2[NH:9][C:10]3[C:16]([O:17][CH2:18][C:19]4[CH:24]=[CH:23][CH:22]=[CH:21][CH:20]=4)=[CH:15][CH:14]=[CH:13][C:11]=3[N:12]=2)=[CH:4][CH:3]=1.[H-].[Na+].ClC1C=CC(OCC2N([CH2:41][CH2:42][CH2:43][CH:44]3[CH2:49][CH2:48][CH2:47][N:46]([C:50]([O:52][C:53]([CH3:56])([CH3:55])[CH3:54])=[O:51])[CH2:45]3)C3C=CC=C(O[CH2:41][CH2:42][CH2:43][CH:44]4[CH2:49][CH2:48][CH2:47][N:46]([C:50]([O:52][C:53]([CH3:55])([CH3:54])[CH3:56])=[O:51])[CH2:45]4)C=3N=2)=CC=1. (7) Given the product [CH3:11][C:10]1[N:9]=[C:8]([C:12]2[C:21]3[C:16](=[CH:17][CH:18]=[CH:19][CH:20]=3)[CH:15]=[CH:14][CH:13]=2)[NH:7][C:6]=1[CH2:4][OH:3], predict the reactants needed to synthesize it. The reactants are: C([O:3][C:4]([C:6]1[NH:7][C:8]([C:12]2[C:21]3[C:16](=[CH:17][CH:18]=[CH:19][CH:20]=3)[CH:15]=[CH:14][CH:13]=2)=[N:9][C:10]=1[CH3:11])=O)C.CC(C[AlH]CC(C)C)C.